From a dataset of NCI-60 drug combinations with 297,098 pairs across 59 cell lines. Regression. Given two drug SMILES strings and cell line genomic features, predict the synergy score measuring deviation from expected non-interaction effect. (1) Synergy scores: CSS=51.8, Synergy_ZIP=-2.85, Synergy_Bliss=-3.87, Synergy_Loewe=-8.13, Synergy_HSA=-1.68. Drug 2: CC1C(C(CC(O1)OC2CC(CC3=C2C(=C4C(=C3O)C(=O)C5=CC=CC=C5C4=O)O)(C(=O)C)O)N)O. Cell line: ACHN. Drug 1: CN1C2=C(C=C(C=C2)N(CCCl)CCCl)N=C1CCCC(=O)O.Cl. (2) Drug 1: CC12CCC3C(C1CCC2O)C(CC4=C3C=CC(=C4)O)CCCCCCCCCS(=O)CCCC(C(F)(F)F)(F)F. Drug 2: C1CC(=O)NC(=O)C1N2C(=O)C3=CC=CC=C3C2=O. Cell line: MOLT-4. Synergy scores: CSS=-7.91, Synergy_ZIP=2.42, Synergy_Bliss=-1.93, Synergy_Loewe=-11.9, Synergy_HSA=-10.3. (3) Cell line: UO-31. Drug 1: CS(=O)(=O)C1=CC(=C(C=C1)C(=O)NC2=CC(=C(C=C2)Cl)C3=CC=CC=N3)Cl. Drug 2: COC1=C2C(=CC3=C1OC=C3)C=CC(=O)O2. Synergy scores: CSS=15.8, Synergy_ZIP=-5.39, Synergy_Bliss=-2.35, Synergy_Loewe=-3.13, Synergy_HSA=-3.62. (4) Drug 1: CC1=C2C(C(=O)C3(C(CC4C(C3C(C(C2(C)C)(CC1OC(=O)C(C(C5=CC=CC=C5)NC(=O)OC(C)(C)C)O)O)OC(=O)C6=CC=CC=C6)(CO4)OC(=O)C)O)C)O. Drug 2: CN(C(=O)NC(C=O)C(C(C(CO)O)O)O)N=O. Cell line: OVCAR-5. Synergy scores: CSS=26.0, Synergy_ZIP=1.68, Synergy_Bliss=0.0431, Synergy_Loewe=-32.7, Synergy_HSA=-1.89. (5) Drug 1: CC(C)NC(=O)C1=CC=C(C=C1)CNNC.Cl. Drug 2: CC1C(C(CC(O1)OC2CC(CC3=C2C(=C4C(=C3O)C(=O)C5=CC=CC=C5C4=O)O)(C(=O)C)O)N)O. Cell line: A498. Synergy scores: CSS=69.6, Synergy_ZIP=-1.38, Synergy_Bliss=1.78, Synergy_Loewe=3.73, Synergy_HSA=6.32. (6) Synergy scores: CSS=51.4, Synergy_ZIP=2.25, Synergy_Bliss=3.57, Synergy_Loewe=1.69, Synergy_HSA=5.19. Cell line: HCT116. Drug 1: CC12CCC3C(C1CCC2=O)CC(=C)C4=CC(=O)C=CC34C. Drug 2: C1C(C(OC1N2C=C(C(=O)NC2=O)F)CO)O. (7) Drug 1: CC(CN1CC(=O)NC(=O)C1)N2CC(=O)NC(=O)C2. Drug 2: C1C(C(OC1N2C=NC3=C(N=C(N=C32)Cl)N)CO)O. Cell line: SNB-19. Synergy scores: CSS=10.0, Synergy_ZIP=-4.14, Synergy_Bliss=-2.30, Synergy_Loewe=-1.57, Synergy_HSA=-0.770.